This data is from Peptide-MHC class I binding affinity with 185,985 pairs from IEDB/IMGT. The task is: Regression. Given a peptide amino acid sequence and an MHC pseudo amino acid sequence, predict their binding affinity value. This is MHC class I binding data. The MHC is HLA-A11:01 with pseudo-sequence HLA-A11:01. The peptide sequence is TSPDLSFSL. The binding affinity (normalized) is 0.135.